Dataset: Peptide-MHC class I binding affinity with 185,985 pairs from IEDB/IMGT. Task: Regression. Given a peptide amino acid sequence and an MHC pseudo amino acid sequence, predict their binding affinity value. This is MHC class I binding data. (1) The peptide sequence is VKINIFPLY. The MHC is HLA-A02:19 with pseudo-sequence HLA-A02:19. The binding affinity (normalized) is 0.0847. (2) The peptide sequence is ENDIEKKIC. The MHC is H-2-Kk with pseudo-sequence H-2-Kk. The binding affinity (normalized) is 0. (3) The peptide sequence is VMKRYSAPF. The MHC is HLA-A24:02 with pseudo-sequence HLA-A24:02. The binding affinity (normalized) is 0.362. (4) The peptide sequence is NHINTELSL. The MHC is HLA-B38:01 with pseudo-sequence HLA-B38:01. The binding affinity (normalized) is 0.503. (5) The peptide sequence is VLDMGDPVK. The MHC is HLA-B15:17 with pseudo-sequence HLA-B15:17. The binding affinity (normalized) is 0.0847.